This data is from Full USPTO retrosynthesis dataset with 1.9M reactions from patents (1976-2016). The task is: Predict the reactants needed to synthesize the given product. Given the product [CH2:1]([O:5][C:6]1[CH:11]=[CH:10][C:9](/[C:12](=[N:21]\[S:19]([C:16]([CH3:18])([CH3:17])[CH3:15])=[O:20])/[CH3:13])=[CH:8][CH:7]=1)[CH2:2][CH2:3][CH3:4], predict the reactants needed to synthesize it. The reactants are: [CH2:1]([O:5][C:6]1[CH:11]=[CH:10][C:9]([C:12](=O)[CH3:13])=[CH:8][CH:7]=1)[CH2:2][CH2:3][CH3:4].[CH3:15][C:16]([S:19]([NH2:21])=[O:20])([CH3:18])[CH3:17].O.